From a dataset of Forward reaction prediction with 1.9M reactions from USPTO patents (1976-2016). Predict the product of the given reaction. (1) Given the reactants C([BH3-])#N.[Na+].[Cl:5][C:6]1[CH:14]=[C:13]2[C:9]([CH:10]=[CH:11][NH:12]2)=[CH:8][CH:7]=1.[OH-].[Na+], predict the reaction product. The product is: [Cl:5][C:6]1[CH:14]=[C:13]2[C:9]([CH2:10][CH2:11][NH:12]2)=[CH:8][CH:7]=1. (2) Given the reactants O=C1C2C(=CC=CC=2)C(=O)[N:3]1[CH2:12][C@H:13]([NH:26][C:27](=[O:36])[C@H:28]([C:30]1[CH:35]=[CH:34][CH:33]=[CH:32][CH:31]=1)[CH3:29])[C:14]1[CH:19]=[CH:18][C:17]([O:20][CH2:21][C@@H:22]([CH3:25])[CH2:23][CH3:24])=[CH:16][CH:15]=1.NN, predict the reaction product. The product is: [NH2:3][CH2:12][C@H:13]([NH:26][C:27](=[O:36])[C@H:28]([C:30]1[CH:31]=[CH:32][CH:33]=[CH:34][CH:35]=1)[CH3:29])[C:14]1[CH:15]=[CH:16][C:17]([O:20][CH2:21][C@@H:22]([CH3:25])[CH2:23][CH3:24])=[CH:18][CH:19]=1.